Regression. Given a peptide amino acid sequence and an MHC pseudo amino acid sequence, predict their binding affinity value. This is MHC class I binding data. From a dataset of Peptide-MHC class I binding affinity with 185,985 pairs from IEDB/IMGT. (1) The peptide sequence is YHDPANWPL. The MHC is HLA-B35:01 with pseudo-sequence HLA-B35:01. The binding affinity (normalized) is 0.305. (2) The peptide sequence is YTPGPGIRY. The MHC is HLA-A29:02 with pseudo-sequence HLA-A29:02. The binding affinity (normalized) is 0.508. (3) The peptide sequence is TEDLLHLNSL. The MHC is Mamu-B01 with pseudo-sequence Mamu-B01. The binding affinity (normalized) is 0. (4) The peptide sequence is RNNDPTLPY. The MHC is HLA-B46:01 with pseudo-sequence HLA-B46:01. The binding affinity (normalized) is 0.0847. (5) The peptide sequence is FTFSSYGMH. The MHC is HLA-A68:01 with pseudo-sequence HLA-A68:01. The binding affinity (normalized) is 0.633.